Dataset: Peptide-MHC class I binding affinity with 185,985 pairs from IEDB/IMGT. Task: Regression. Given a peptide amino acid sequence and an MHC pseudo amino acid sequence, predict their binding affinity value. This is MHC class I binding data. (1) The peptide sequence is TFKIDAVRY. The MHC is HLA-A03:01 with pseudo-sequence HLA-A03:01. The binding affinity (normalized) is 0. (2) The peptide sequence is LPPVVPPLI. The MHC is HLA-A02:19 with pseudo-sequence HLA-A02:19. The binding affinity (normalized) is 0.0847. (3) The peptide sequence is VFLRKLTSR. The MHC is HLA-A33:01 with pseudo-sequence HLA-A33:01. The binding affinity (normalized) is 0.521. (4) The peptide sequence is WARPDYNPPL. The MHC is Patr-B0101 with pseudo-sequence Patr-B0101. The binding affinity (normalized) is 0. (5) The peptide sequence is GFNTLKPIFK. The MHC is HLA-A68:01 with pseudo-sequence HLA-A68:01. The binding affinity (normalized) is 0.299. (6) The peptide sequence is SMYSDCDVL. The MHC is H-2-Kb with pseudo-sequence H-2-Kb. The binding affinity (normalized) is 0.313.